This data is from CYP2C9 inhibition data for predicting drug metabolism from PubChem BioAssay. The task is: Regression/Classification. Given a drug SMILES string, predict its absorption, distribution, metabolism, or excretion properties. Task type varies by dataset: regression for continuous measurements (e.g., permeability, clearance, half-life) or binary classification for categorical outcomes (e.g., BBB penetration, CYP inhibition). Dataset: cyp2c9_veith. (1) The compound is Cn1cc(-c2nc3cnc(Oc4ccccc4)nc3n(C)c2=O)c2ccccc21. The result is 0 (non-inhibitor). (2) The molecule is Cn1c(=O)c2[nH]c(C3CCCC3)nc2n(C)c1=O. The result is 0 (non-inhibitor). (3) The drug is O=c1c(-c2ccc(Cl)cc2)nc2cnc(N3CCNCC3)nc2n1Cc1ccc(F)cc1. The result is 1 (inhibitor). (4) The drug is CC1(c2ccccc2)NC(=O)N(CC(=O)NCCC2=CCCCC2)C1=O. The result is 1 (inhibitor).